From a dataset of Reaction yield outcomes from USPTO patents with 853,638 reactions. Predict the reaction yield, written as a fraction of the theoretical maximum amount of product (1.0 means a 100% yield; for example, 0.34 means a 34% yield). (1) The reactants are [Cl:1][C:2]1[C:7]([CH:8]=[O:9])=[CH:6][N:5]=[C:4]2[NH:10][CH:11]=[CH:12][C:3]=12.[H-].[Na+].Cl[CH2:16][O:17][CH2:18][CH2:19][Si:20]([CH3:23])([CH3:22])[CH3:21].[Cl-].[NH4+]. The catalyst is CN(C)C=O. The product is [Cl:1][C:2]1[C:7]([CH:8]=[O:9])=[CH:6][N:5]=[C:4]2[N:10]([CH2:16][O:17][CH2:18][CH2:19][Si:20]([CH3:23])([CH3:22])[CH3:21])[CH:11]=[CH:12][C:3]=12. The yield is 0.860. (2) The reactants are [CH2:1]([C:5]1[N:9]([CH2:10][C:11]2[CH:16]=[CH:15][C:14]([C:17]3[C:18]([C:23]#[N:24])=[CH:19][CH:20]=[CH:21][CH:22]=3)=[CH:13][CH:12]=2)[C:8](=[O:25])[NH:7][N:6]=1)[CH2:2][CH2:3][CH3:4].[H-].[Na+].Br[CH2:29][C:30]([C:32]1[CH:37]=[CH:36][C:35]([O:38][CH3:39])=[CH:34][CH:33]=1)=[O:31].[Cl-].O[NH3+:42].[C:43](=[O:46])([O-])[OH:44].[Na+]. The catalyst is C(OCC)(=O)C.CS(C)=O.CN(C)C=O. The product is [CH2:1]([C:5]1[N:9]([CH2:10][C:11]2[CH:16]=[CH:15][C:14]([C:17]3[CH:22]=[CH:21][CH:20]=[CH:19][C:18]=3[C:23]3[NH:42][C:43](=[O:46])[O:44][N:24]=3)=[CH:13][CH:12]=2)[C:8](=[O:25])[N:7]([CH2:29][C:30]([C:32]2[CH:37]=[CH:36][C:35]([O:38][CH3:39])=[CH:34][CH:33]=2)=[O:31])[N:6]=1)[CH2:2][CH2:3][CH3:4]. The yield is 0.0300. (3) The reactants are [C:1]([C:3]1[CH:8]=[CH:7][C:6]([N:9]2[CH2:14][CH2:13][N:12](C(OC(C)(C)C)=O)[C@@H:11]([CH3:22])[CH2:10]2)=[CH:5][CH:4]=1)#[N:2].[ClH:23]. The catalyst is O1CCOCC1.C(OCC)C. The product is [ClH:23].[CH3:22][C@@H:11]1[NH:12][CH2:13][CH2:14][N:9]([C:6]2[CH:7]=[CH:8][C:3]([C:1]#[N:2])=[CH:4][CH:5]=2)[CH2:10]1. The yield is 0.940.